This data is from Catalyst prediction with 721,799 reactions and 888 catalyst types from USPTO. The task is: Predict which catalyst facilitates the given reaction. (1) Reactant: Br[C:2]1[CH:3]=[CH:4][C:5]([F:16])=[C:6]([C@@:8]2([CH3:15])[NH:13][C:12](=[O:14])[CH2:11][O:10][CH2:9]2)[CH:7]=1.[C:17](=[NH:30])([C:24]1[CH:29]=[CH:28][CH:27]=[CH:26][CH:25]=1)[C:18]1[CH:23]=[CH:22][CH:21]=[CH:20][CH:19]=1.CC(C1C=C(C(C)C)C(C2C(P(C(C)(C)C)C(C)(C)C)=CC=CC=2)=C(C(C)C)C=1)C.CC(C)([O-])C.[Na+]. Product: [C:17](=[N:30][C:2]1[CH:3]=[CH:4][C:5]([F:16])=[C:6]([C@@:8]2([CH3:15])[NH:13][C:12](=[O:14])[CH2:11][O:10][CH2:9]2)[CH:7]=1)([C:24]1[CH:25]=[CH:26][CH:27]=[CH:28][CH:29]=1)[C:18]1[CH:23]=[CH:22][CH:21]=[CH:20][CH:19]=1. The catalyst class is: 11. (2) Reactant: C(P(=O)([O:7][CH2:8][CH3:9])OCC)#N.NC([C:14]1[CH:15]=[C:16]([CH:20]=[C:21]([C:23]([N:25]([CH2:29][CH2:30][CH3:31])[CH2:26][CH2:27][CH3:28])=[O:24])[CH:22]=1)[C:17](O)=O)=O.FC(F)(F)C(O)=O.[NH2:39][C@@H:40]([CH2:54][C:55]1[CH:60]=[C:59](F)[CH:58]=[C:57](F)[CH:56]=1)[C@H:41]([OH:53])[CH2:42][NH:43][CH2:44][C:45]1[CH:50]=[CH:49][CH:48]=[C:47]([O:51][CH3:52])[CH:46]=1.C(N(CC)CC)C. Product: [CH2:54]([C@H:40]([NH:39][C:8](=[O:7])[C:9]1[CH:17]=[C:16]([CH2:15][CH3:14])[CH:20]=[C:21]([C:23]([N:25]([CH2:29][CH2:30][CH3:31])[CH2:26][CH2:27][CH3:28])=[O:24])[CH:22]=1)[C@H:41]([OH:53])[CH2:42][NH:43][CH2:44][C:45]1[CH:50]=[CH:49][CH:48]=[C:47]([O:51][CH3:52])[CH:46]=1)[C:55]1[CH:60]=[CH:59][CH:58]=[CH:57][CH:56]=1. The catalyst class is: 4. (3) Reactant: Br[C:2]1[CH:3]=[C:4]([CH:25]=[CH:26][N:27]=1)[C:5]([NH:7][C:8]1[S:9][C:10]2[C:16]([CH:17]3[CH2:22][O:21][CH2:20][CH2:19][O:18]3)=[CH:15][CH:14]=[C:13]([O:23][CH3:24])[C:11]=2[N:12]=1)=[O:6].C(=O)([O-])[O-].[Cs+].[Cs+].Cl.[CH2:35]([O:37][CH:38]1[CH2:41][NH:40][CH2:39]1)[CH3:36].C(Cl)(Cl)Cl. Product: [O:18]1[CH2:19][CH2:20][O:21][CH2:22][CH:17]1[C:16]1[C:10]2[S:9][C:8]([NH:7][C:5](=[O:6])[C:4]3[CH:25]=[CH:26][N:27]=[C:2]([N:40]4[CH2:41][CH:38]([O:37][CH2:35][CH3:36])[CH2:39]4)[CH:3]=3)=[N:12][C:11]=2[C:13]([O:23][CH3:24])=[CH:14][CH:15]=1. The catalyst class is: 3. (4) Reactant: [C:1]([Cl:6])(=O)[C:2](Cl)=O.[Cl:7][C:8]1[CH:9]=[C:10]([C:15]([OH:17])=O)[C:11](=[O:14])[NH:12][N:13]=1.C[N:19]([CH:21]=O)C. Product: [Cl:6][C:1]1[CH:2]=[CH:11][C:10]([CH2:21][NH:19][C:15]([C:10]2[C:11](=[O:14])[NH:12][N:13]=[C:8]([Cl:7])[CH:9]=2)=[O:17])=[CH:9][CH:8]=1. The catalyst class is: 1. (5) Product: [CH:1]1([CH2:4][N:5]2[CH2:11][CH2:10][C:9]3[CH:12]=[CH:13][C:14]([O:16][CH2:18][CH:19]4[CH2:24][CH2:23][N:22]([C:25]([O:27][C:28]([CH3:29])([CH3:31])[CH3:30])=[O:26])[CH2:21][CH2:20]4)=[CH:15][C:8]=3[CH2:7][CH2:6]2)[CH2:2][CH2:3]1. Reactant: [CH:1]1([CH2:4][N:5]2[CH2:11][CH2:10][C:9]3[CH:12]=[CH:13][C:14]([OH:16])=[CH:15][C:8]=3[CH2:7][CH2:6]2)[CH2:3][CH2:2]1.O[CH2:18][CH:19]1[CH2:24][CH2:23][N:22]([C:25]([O:27][C:28]([CH3:31])([CH3:30])[CH3:29])=[O:26])[CH2:21][CH2:20]1.C1(P(C2C=CC=CC=2)C2C=CC=CC=2)C=CC=CC=1. The catalyst class is: 54. (6) Reactant: [CH2:1]([Si:5]([CH2:22][CH2:23][CH2:24][CH3:25])([CH2:18][CH2:19][CH2:20][CH3:21])[O:6][C:7]1[C:8]([C:13]([O:15]CC)=O)=[N:9][CH:10]=[CH:11][CH:12]=1)[CH2:2][CH2:3][CH3:4].[F:26][C:27]1[CH:32]=[CH:31][C:30]([Mg]Cl)=[CH:29][CH:28]=1. Product: [F:26][C:27]1[CH:32]=[CH:31][C:30]([C:13]([C:8]2[C:7]([O:6][Si:5]([CH2:1][CH2:2][CH2:3][CH3:4])([CH2:18][CH2:19][CH2:20][CH3:21])[CH2:22][CH2:23][CH2:24][CH3:25])=[CH:12][CH:11]=[CH:10][N:9]=2)=[O:15])=[CH:29][CH:28]=1. The catalyst class is: 7. (7) Product: [Cl:1][C:2]1[C:3]([CH3:13])=[C:4]2[C:8](=[CH:9][CH:10]=1)[NH:7][C:6](=[O:11])[C:5]2([C:18]1[CH:23]=[C:22]([Cl:24])[CH:21]=[CH:20][C:19]=1[O:25][CH3:26])[OH:12]. Reactant: [Cl:1][C:2]1[C:3]([CH3:13])=[C:4]2[C:8](=[CH:9][CH:10]=1)[NH:7][C:6](=[O:11])[C:5]2=[O:12].[H-].[Na+].Br[Mg][C:18]1[CH:23]=[C:22]([Cl:24])[CH:21]=[CH:20][C:19]=1[O:25][CH3:26].[Cl-].[NH4+]. The catalyst class is: 7. (8) Reactant: [Br:1][C:2]1[CH:3]=[C:4]2[C:8](=[CH:9][CH:10]=1)[NH:7][C:6]([C:11]1[CH:16]=[CH:15][C:14]([F:17])=[CH:13][CH:12]=1)=[C:5]2[C:18]([O:20]CC)=O.B(Br)(Br)Br.C(Cl)Cl.[CH3:30][NH2:31].C1COCC1. Product: [Br:1][C:2]1[CH:3]=[C:4]2[C:8](=[CH:9][CH:10]=1)[NH:7][C:6]([C:11]1[CH:16]=[CH:15][C:14]([F:17])=[CH:13][CH:12]=1)=[C:5]2[C:18]([NH:31][CH3:30])=[O:20]. The catalyst class is: 26. (9) Reactant: C([O:3][C:4]([C:6]1[CH:7]=[N:8][N:9]([CH:12]2[CH2:17][CH2:16][CH2:15][CH2:14][CH2:13]2)[C:10]=1[Cl:11])=[O:5])C.[OH-].[Li+].O. Product: [Cl:11][C:10]1[N:9]([CH:12]2[CH2:17][CH2:16][CH2:15][CH2:14][CH2:13]2)[N:8]=[CH:7][C:6]=1[C:4]([OH:5])=[O:3]. The catalyst class is: 5. (10) Product: [CH3:14][O:15][C:16]1[CH:17]=[CH:18][C:19]([C:22]2[N:23]=[C:24]([C:37]([N:39]3[CH2:44][CH2:43][CH2:42][CH2:41][CH2:40]3)=[O:38])[O:25][C:26]=2[C:27]2[CH:36]=[CH:35][C:30]([O:31][CH2:32][CH2:33][NH:34][S:9]([CH3:8])(=[O:11])=[O:10])=[CH:29][CH:28]=2)=[CH:20][CH:21]=1. Reactant: C(N(CC)CC)C.[CH3:8][S:9](Cl)(=[O:11])=[O:10].Cl.[CH3:14][O:15][C:16]1[CH:21]=[CH:20][C:19]([C:22]2[N:23]=[C:24]([C:37]([N:39]3[CH2:44][CH2:43][CH2:42][CH2:41][CH2:40]3)=[O:38])[O:25][C:26]=2[C:27]2[CH:36]=[CH:35][C:30]([O:31][CH2:32][CH2:33][NH2:34])=[CH:29][CH:28]=2)=[CH:18][CH:17]=1. The catalyst class is: 4.